Dataset: Full USPTO retrosynthesis dataset with 1.9M reactions from patents (1976-2016). Task: Predict the reactants needed to synthesize the given product. (1) Given the product [F:10][C:11]1[CH:16]=[CH:15][C:14]([CH:17]([C:21]2[CH:22]=[CH:23][C:24]([F:27])=[CH:25][CH:26]=2)[CH2:18][CH2:19][NH:20][C:1](=[O:9])[C:2]2[CH:7]=[CH:6][CH:5]=[N:4][CH:3]=2)=[CH:13][CH:12]=1, predict the reactants needed to synthesize it. The reactants are: [C:1]([OH:9])(=O)[C:2]1[CH:7]=[CH:6][CH:5]=[N:4][CH:3]=1.[F:10][C:11]1[CH:16]=[CH:15][C:14]([CH:17]([C:21]2[CH:26]=[CH:25][C:24]([F:27])=[CH:23][CH:22]=2)[CH2:18][CH2:19][NH2:20])=[CH:13][CH:12]=1. (2) The reactants are: [N:1]1([C:7]2([C:11]([O:13][CH2:14][CH3:15])=[O:12])[CH2:10][CH2:9]C2)[CH2:6][CH2:5][NH:4][CH2:3][CH2:2]1.C(N(CC)CC)C.[Cl:23][C:24]1[CH:29]=[CH:28][CH:27]=[CH:26][C:25]=1[S:30](Cl)(=[O:32])=[O:31].C([O-])(O)=O.[Na+]. Given the product [Cl:23][C:24]1[CH:29]=[CH:28][CH:27]=[CH:26][C:25]=1[S:30]([N:4]1[CH2:3][CH2:2][N:1]([C:7]2([C:11]([O:13][CH2:14][CH3:15])=[O:12])[CH2:10][CH2:9]2)[CH2:6][CH2:5]1)(=[O:32])=[O:31], predict the reactants needed to synthesize it. (3) Given the product [I:1][C:2]1[CH:9]=[C:6]([CH:7]=[O:8])[CH:5]=[C:4]([O:10][CH3:11])[C:3]=1[O:12][CH2:20][C:21]([O:23][CH2:24][CH3:25])=[O:22], predict the reactants needed to synthesize it. The reactants are: [I:1][C:2]1[C:3]([OH:12])=[C:4]([O:10][CH3:11])[CH:5]=[C:6]([CH:9]=1)[CH:7]=[O:8].C(=O)([O-])[O-].[Cs+].[Cs+].Br[CH2:20][C:21]([O:23][CH2:24][CH3:25])=[O:22].